Dataset: Reaction yield outcomes from USPTO patents with 853,638 reactions. Task: Predict the reaction yield, written as a fraction of the theoretical maximum amount of product (1.0 means a 100% yield; for example, 0.34 means a 34% yield). (1) The reactants are [CH:1](N(C(C)C)CC)(C)C.N[C:11]1[N:16]=[CH:15][N:14]=[C:13]([O:17][C:18]2[CH:23]=[CH:22][C:21]([NH:24]C(NC(=O)CC3C=CC(F)=CC=3)=S)=[CH:20][C:19]=2[F:38])[CH:12]=1.[F:39][C:40]1[CH:48]=[CH:47][C:46]([CH3:49])=[CH:45][C:41]=1[C:42]([OH:44])=O.CCN=C=NCCCN(C)C.C1C=CC2N(O)N=NC=2C=1. The catalyst is CN(C=O)C. The product is [NH2:14][C:15]1[CH:1]=[C:13]([O:17][C:18]2[CH:23]=[CH:22][C:21]([NH:24][C:42](=[O:44])[C:41]3[CH:45]=[C:46]([CH3:49])[CH:47]=[CH:48][C:40]=3[F:39])=[CH:20][C:19]=2[F:38])[CH:12]=[CH:11][N:16]=1. The yield is 0.400. (2) The reactants are [CH3:1][O:2][C:3]1[N:4]=[C:5]([CH3:13])[C:6]([C:9]([O:11]C)=[O:10])=[N:7][CH:8]=1.[OH-].[Na+]. The catalyst is CO. The product is [CH3:1][O:2][C:3]1[N:4]=[C:5]([CH3:13])[C:6]([C:9]([OH:11])=[O:10])=[N:7][CH:8]=1. The yield is 0.960. (3) The catalyst is O1CCOCC1.[Cu](I)I. The product is [CH3:39][O:38][C:21]1[C:22]([N:24]2[CH2:29][CH2:28][CH2:27][C@H:26]([NH:30][C:31](=[O:37])[O:32][C:33]([CH3:35])([CH3:34])[CH3:36])[CH2:25]2)=[N:23][C:18]([N:16]2[C:10]3[CH:9]=[C:8]([C:6]4[CH:5]=[N:4][CH:3]=[C:2]([CH3:1])[N:7]=4)[N:13]=[CH:12][C:11]=3[CH:14]=[N:15]2)=[CH:19][CH:20]=1. The yield is 0.580. The reactants are [CH3:1][C:2]1[N:7]=[C:6]([C:8]2[N:13]=[CH:12][C:11]3[CH:14]=[N:15][NH:16][C:10]=3[CH:9]=2)[CH:5]=[N:4][CH:3]=1.Br[C:18]1[N:23]=[C:22]([N:24]2[CH2:29][CH2:28][CH2:27][C@H:26]([NH:30][C:31](=[O:37])[O:32][C:33]([CH3:36])([CH3:35])[CH3:34])[CH2:25]2)[C:21]([O:38][CH3:39])=[CH:20][CH:19]=1.CNCCNC.C(=O)([O-])[O-].[K+].[K+]. (4) The yield is 0.780. The reactants are Cl[C:2]1[C:7]2[NH:8][C:9]3[C:14]([C:6]=2[C:5]([C:16]2[CH:21]=[CH:20][CH:19]=[C:18]([S:22]([CH2:25][CH3:26])(=[O:24])=[O:23])[CH:17]=2)=[CH:4][N:3]=1)=[CH:13][C:12]([CH3:15])=[CH:11][N:10]=3.[O-:27][CH2:28][CH3:29].[Na+]. The product is [CH2:25]([S:22]([C:18]1[CH:17]=[C:16]([C:5]2[C:6]3[C:14]4[CH:13]=[C:12]([CH3:15])[CH:11]=[N:10][C:9]=4[NH:8][C:7]=3[C:2]([O:27][CH2:28][CH3:29])=[N:3][CH:4]=2)[CH:21]=[CH:20][CH:19]=1)(=[O:24])=[O:23])[CH3:26]. The catalyst is C(O)C. (5) The reactants are [Br:1][CH2:2][C:3](Br)=[O:4].[N+:6]([C:9]1[C:14]([CH2:15][OH:16])=[CH:13][C:12]([O:17][CH3:18])=[C:11]([O:19][CH3:20])[CH:10]=1)([O-:8])=[O:7].CCN(CC)CC.C(Cl)Cl. The catalyst is CN(C1C=CN=CC=1)C.C(Cl)(Cl)Cl. The product is [Br:1][CH2:2][C:3]([O:16][CH2:15][C:14]1[CH:13]=[C:12]([O:17][CH3:18])[C:11]([O:19][CH3:20])=[CH:10][C:9]=1[N+:6]([O-:8])=[O:7])=[O:4]. The yield is 0.550.